From a dataset of NCI-60 drug combinations with 297,098 pairs across 59 cell lines. Regression. Given two drug SMILES strings and cell line genomic features, predict the synergy score measuring deviation from expected non-interaction effect. (1) Drug 1: C1=CC(=CC=C1CCC2=CNC3=C2C(=O)NC(=N3)N)C(=O)NC(CCC(=O)O)C(=O)O. Drug 2: CC1C(C(CC(O1)OC2CC(CC3=C2C(=C4C(=C3O)C(=O)C5=C(C4=O)C(=CC=C5)OC)O)(C(=O)C)O)N)O.Cl. Cell line: NCI/ADR-RES. Synergy scores: CSS=13.2, Synergy_ZIP=2.92, Synergy_Bliss=1.91, Synergy_Loewe=-2.17, Synergy_HSA=0.618. (2) Drug 2: CC12CCC3C(C1CCC2OP(=O)(O)O)CCC4=C3C=CC(=C4)OC(=O)N(CCCl)CCCl.[Na+]. Synergy scores: CSS=2.03, Synergy_ZIP=-5.23, Synergy_Bliss=-6.63, Synergy_Loewe=-12.8, Synergy_HSA=-5.97. Drug 1: CN1CCC(CC1)COC2=C(C=C3C(=C2)N=CN=C3NC4=C(C=C(C=C4)Br)F)OC. Cell line: A498. (3) Drug 1: C1=NC(=NC(=O)N1C2C(C(C(O2)CO)O)O)N. Drug 2: CN1C2=C(C=C(C=C2)N(CCCl)CCCl)N=C1CCCC(=O)O.Cl. Cell line: M14. Synergy scores: CSS=32.5, Synergy_ZIP=-8.03, Synergy_Bliss=0.169, Synergy_Loewe=-33.5, Synergy_HSA=0.812.